Binary Classification. Given a miRNA mature sequence and a target amino acid sequence, predict their likelihood of interaction. From a dataset of Experimentally validated miRNA-target interactions with 360,000+ pairs, plus equal number of negative samples. The miRNA is hsa-miR-1224-3p with sequence CCCCACCUCCUCUCUCCUCAG. The protein sequence of the target gene is MNAMLETPELPAVFDGVKLAAVAAVLYVIVRCLNLKSPTAPPDLYFQDSGLSRFLLKSCPLLTKEYIPPLIWGKSGHIQTALYGKMGRVRSPHPYGHRKFITMSDGATSTFDLFEPLAEHCVGDDITMVICPGIANHSEKQYIRTFVDYAQKNGYRCAVLNHLGALPNIELTSPRMFTYGCTWEFGAMVNYIKKTYPLTQLVVVGFSLGGNIVCKYLGETQANQEKVLCCVSVCQGYSALRAQETFMQWDQCRRFYNFLMADNMKKIILSHRQALFGDHVKKPQSLEDTDLSRLYTATSL.... Result: 1 (interaction).